Dataset: Peptide-MHC class II binding affinity with 134,281 pairs from IEDB. Task: Regression. Given a peptide amino acid sequence and an MHC pseudo amino acid sequence, predict their binding affinity value. This is MHC class II binding data. (1) The peptide sequence is AALPAVGAAAGAPAA. The MHC is HLA-DQA10102-DQB10602 with pseudo-sequence HLA-DQA10102-DQB10602. The binding affinity (normalized) is 0.390. (2) The peptide sequence is SPTEFTSISSNSGNL. The MHC is H-2-IAb with pseudo-sequence H-2-IAb. The binding affinity (normalized) is 0.177. (3) The MHC is DRB1_0101 with pseudo-sequence DRB1_0101. The binding affinity (normalized) is 0.726. The peptide sequence is ITPDNFSQIIKTTLS. (4) The peptide sequence is EKKYFAATQFENLAA. The MHC is DRB1_0701 with pseudo-sequence DRB1_0701. The binding affinity (normalized) is 0.757.